This data is from Forward reaction prediction with 1.9M reactions from USPTO patents (1976-2016). The task is: Predict the product of the given reaction. (1) Given the reactants [C:1](=[O:4])([O-])[O-].[K+].[K+].Cl.[CH2:8]([O:10][C:11](=[O:22])[C@H:12]([CH2:14][C:15]1[CH:20]=[CH:19][C:18](Br)=[CH:17][CH:16]=1)[NH2:13])[CH3:9].[F:23][C:24]1[CH:32]=[CH:31][CH:30]=[C:29]([F:33])[C:25]=1[C:26](Cl)=[O:27].BrC1C=CC(C[C@@H](C(OCC)=O)N[C:42]([C:44]2[C:49](F)=[CH:48][CH:47]=[CH:46][C:45]=2F)=[O:43])=CC=1.B(O)O.C(N[CH:66]([CH3:68])C)(C)C.N[C@H]([C:73](O)=[O:74])CS.Cl, predict the reaction product. The product is: [F:23][C:24]1[CH:32]=[CH:31][CH:30]=[C:29]([F:33])[C:25]=1[C:26]([NH:13][C@@H:12]([CH2:14][C:15]1[CH:20]=[CH:19][C:18]([C:47]2[C:46]([O:74][CH3:73])=[CH:45][C:44]([CH2:42][O:43][CH2:66][CH3:68])=[CH:49][C:48]=2[O:4][CH3:1])=[CH:17][CH:16]=1)[C:11]([O:10][CH2:8][CH3:9])=[O:22])=[O:27]. (2) Given the reactants [CH2:1]([O:8][C:9]1[CH:18]=[C:17]2[C:12]([C:13](Cl)=[C:14]([N+:19]([O-:21])=[O:20])[CH:15]=[N:16]2)=[CH:11][CH:10]=1)[C:2]1[CH:7]=[CH:6][CH:5]=[CH:4][CH:3]=1.[O:23]1[CH2:28][CH2:27][CH:26]([CH2:29][NH2:30])[CH2:25][CH2:24]1, predict the reaction product. The product is: [CH2:1]([O:8][C:9]1[CH:18]=[C:17]2[C:12]([C:13]([NH:30][CH2:29][CH:26]3[CH2:27][CH2:28][O:23][CH2:24][CH2:25]3)=[C:14]([N+:19]([O-:21])=[O:20])[CH:15]=[N:16]2)=[CH:11][CH:10]=1)[C:2]1[CH:7]=[CH:6][CH:5]=[CH:4][CH:3]=1. (3) Given the reactants [F:1][C:2]1[CH:7]=[CH:6][C:5]([C:8]2[N:9]=[CH:10][N:11]([CH2:13][O:14][CH2:15][CH2:16][Si:17]([CH3:20])([CH3:19])[CH3:18])[CH:12]=2)=[CH:4][CH:3]=1.[Li]CCCC.CN([CH:29]=[O:30])C, predict the reaction product. The product is: [F:1][C:2]1[CH:7]=[CH:6][C:5]([C:8]2[N:9]=[C:10]([CH:29]=[O:30])[N:11]([CH2:13][O:14][CH2:15][CH2:16][Si:17]([CH3:20])([CH3:19])[CH3:18])[CH:12]=2)=[CH:4][CH:3]=1. (4) The product is: [CH2:7]([NH:10][C:11]1[S:12][CH:13]=[C:14]([CH2:16][CH2:17][OH:18])[N:15]=1)[CH3:8]. Given the reactants [H-].[H-].[H-].[H-].[Li+].[Al+3].[C:7]([NH:10][C:11]1[S:12][CH:13]=[C:14]([CH2:16][C:17](OCC)=[O:18])[N:15]=1)(=O)[CH3:8].O.[OH-].[Na+], predict the reaction product.